This data is from Forward reaction prediction with 1.9M reactions from USPTO patents (1976-2016). The task is: Predict the product of the given reaction. (1) The product is: [NH2:11][C:3]1([CH2:5][C:6]([O:8][CH3:9])=[O:7])[CH2:4][S:1][CH2:2]1. Given the reactants [S:1]1[CH2:4][C:3](=[CH:5][C:6]([O:8][CH2:9]C)=[O:7])[CH2:2]1.[NH3:11].CO, predict the reaction product. (2) Given the reactants [CH3:1][O:2][C:3]1[CH:20]=[CH:19][C:6]([CH2:7][N:8]2[C:17]3[C:12](=[CH:13][CH:14]=[CH:15][CH:16]=3)[CH2:11][CH2:10][C:9]2=[O:18])=[CH:5][CH:4]=1.[Li+].[CH3:22][Si]([N-][Si](C)(C)C)(C)C.CI, predict the reaction product. The product is: [CH3:1][O:2][C:3]1[CH:4]=[CH:5][C:6]([CH2:7][N:8]2[C:17]3[C:12](=[CH:13][CH:14]=[CH:15][CH:16]=3)[CH2:11][CH:10]([CH3:22])[C:9]2=[O:18])=[CH:19][CH:20]=1. (3) Given the reactants Cl[C:2]1[C:11]2=[N:12][N:13](CC3C=CC(OC)=CC=3)[CH:14]=[C:10]2[C:9]2[CH:8]=[CH:7][CH:6]=[C:5]([O:24][CH3:25])[C:4]=2[N:3]=1.[O:26]1[CH2:31][CH2:30][O:29][C:28]2[CH:32]=[C:33]([NH2:36])[CH:34]=[CH:35][C:27]1=2.Cl, predict the reaction product. The product is: [O:26]1[C:27]2[CH:35]=[CH:34][C:33]([NH:36][C:2]3[C:11]4=[N:12][NH:13][CH:14]=[C:10]4[C:9]4[CH:8]=[CH:7][CH:6]=[C:5]([O:24][CH3:25])[C:4]=4[N:3]=3)=[CH:32][C:28]=2[O:29][CH2:30][CH2:31]1. (4) Given the reactants [OH:1][CH2:2][CH2:3][CH2:4][S:5][C:6]1[CH:11]=[CH:10][C:9]([OH:12])=[CH:8][CH:7]=1.CC(C)([O-])C.[K+].[CH2:19](Br)[C:20]1[CH:25]=[CH:24][CH:23]=[CH:22][CH:21]=1, predict the reaction product. The product is: [CH2:19]([O:12][C:9]1[CH:10]=[CH:11][C:6]([S:5][CH2:4][CH2:3][CH2:2][OH:1])=[CH:7][CH:8]=1)[C:20]1[CH:25]=[CH:24][CH:23]=[CH:22][CH:21]=1. (5) Given the reactants [ClH:1].[CH:2]1([C:5](=[O:34])[CH:6]([N:14]2[CH2:19][CH2:18][C@@H:17]([SH:20])/[C:16](=[CH:21]/[C:22]3[CH:26]=[CH:25][N:24]([CH2:27][CH2:28][C:29]([O:31]CC)=[O:30])[N:23]=3)/[CH2:15]2)[C:7]2[CH:12]=[CH:11][CH:10]=[CH:9][C:8]=2[F:13])[CH2:4][CH2:3]1, predict the reaction product. The product is: [ClH:1].[C:29]([CH2:28][CH2:27][N:24]1[CH:25]=[CH:26][C:22](/[CH:21]=[C:16]2\[CH2:15][N:14]([CH:6]([C:7]3[CH:12]=[CH:11][CH:10]=[CH:9][C:8]=3[F:13])[C:5]([CH:2]3[CH2:4][CH2:3]3)=[O:34])[CH2:19][CH2:18][C@H:17]\2[SH:20])=[N:23]1)([OH:31])=[O:30]. (6) Given the reactants C(Cl)(=O)C(Cl)=O.CS(C)=O.[Cl:11][C:12]1[CH:24]=[CH:23][C:15]([CH2:16][CH:17]([CH:20](O)[CH3:21])[CH2:18]O)=[CH:14][C:13]=1[O:25][C:26]([F:29])([F:28])[F:27].C(N(CC)CC)C.[NH2:37][C:38]1[C:42]([C:43]([O:45][CH2:46][CH3:47])=[O:44])=[CH:41][NH:40][N:39]=1.Cl, predict the reaction product. The product is: [Cl:11][C:12]1[CH:24]=[CH:23][C:15]([CH2:16][C:17]2[CH:18]=[N:37][C:38]3[N:39]([N:40]=[CH:41][C:42]=3[C:43]([O:45][CH2:46][CH3:47])=[O:44])[C:20]=2[CH3:21])=[CH:14][C:13]=1[O:25][C:26]([F:29])([F:28])[F:27]. (7) Given the reactants [C:1]([C@H:4]1[C@H:9]2[O:10][C@H:6]([CH2:7][CH2:8]2)[C@H:5]1[NH:11]C(=O)OC(C)(C)C)(=[O:3])[NH2:2].C(O)(C(F)(F)F)=O, predict the reaction product. The product is: [NH2:11][C@@H:5]1[C@@H:6]2[O:10][C@@H:9]([CH2:8][CH2:7]2)[C@@H:4]1[C:1]([NH2:2])=[O:3].